The task is: Binary Classification. Given a T-cell receptor sequence (or CDR3 region) and an epitope sequence, predict whether binding occurs between them.. This data is from TCR-epitope binding with 47,182 pairs between 192 epitopes and 23,139 TCRs. (1) The epitope is QASQEVKNW. The TCR CDR3 sequence is CASSRTGTGGVEPQHF. Result: 0 (the TCR does not bind to the epitope). (2) The epitope is FLPRVFSAV. The TCR CDR3 sequence is CASSQELNNEQFF. Result: 1 (the TCR binds to the epitope). (3) The epitope is CINGVCWTV. The TCR CDR3 sequence is CASSLGAAITGTF. Result: 0 (the TCR does not bind to the epitope). (4) The epitope is DRFYKTLRAEQASQEV. The TCR CDR3 sequence is CSVEDRGSYEQYF. Result: 0 (the TCR does not bind to the epitope). (5) The epitope is KTSVDCTMYI. The TCR CDR3 sequence is CASSSGTGVSPLHF. Result: 1 (the TCR binds to the epitope). (6) The epitope is FLYALALLL. The TCR CDR3 sequence is CASSFFLDRVDNEQFF. Result: 0 (the TCR does not bind to the epitope). (7) The epitope is HSKKKCDEL. The TCR CDR3 sequence is CASSLSWILAGSQETQYF. Result: 0 (the TCR does not bind to the epitope).